From a dataset of Full USPTO retrosynthesis dataset with 1.9M reactions from patents (1976-2016). Predict the reactants needed to synthesize the given product. Given the product [Br:13][C:14]1[CH:19]=[CH:18][C:17]([C:5]2[S:1][C:2]3[CH:12]=[CH:11][CH:10]=[CH:9][C:3]=3[CH:4]=2)=[C:16]([F:21])[CH:15]=1, predict the reactants needed to synthesize it. The reactants are: [S:1]1[C:5](B(O)O)=[CH:4][C:3]2[CH:9]=[CH:10][CH:11]=[CH:12][C:2]1=2.[Br:13][C:14]1[CH:19]=[CH:18][C:17](I)=[C:16]([F:21])[CH:15]=1.C([O-])(O)=O.[Na+].